Dataset: Catalyst prediction with 721,799 reactions and 888 catalyst types from USPTO. Task: Predict which catalyst facilitates the given reaction. Reactant: Cl.[CH3:2][C:3]1([CH3:31])[CH2:7][CH:6]2[CH:8]([CH3:30])[C:9]([S:14]([NH:17][C:18](=[NH:29])[NH:19][CH2:20][CH2:21][CH2:22][C@@H:23]([C:25]([O:27][CH3:28])=[O:26])[NH2:24])(=[O:16])=[O:15])=[C:10]([CH3:13])[C:11]([CH3:12])=[C:5]2[O:4]1.C(N(CC)CC)C.[F:39][C:40]1[CH:50]=[CH:49][CH:48]=[CH:47][C:41]=1[CH:42]=[CH:43][C:44](O)=[O:45].CCN=C=NCCCN(C)C.Cl. Product: [F:39][C:40]1[CH:50]=[CH:49][CH:48]=[CH:47][C:41]=1[CH:42]=[CH:43][C:44]([NH:24][C@H:23]([C:25]([O:27][CH3:28])=[O:26])[CH2:22][CH2:21][CH2:20][NH:19][C:18](=[NH:29])[NH:17][S:14]([C:9]1[CH:8]([CH3:30])[CH:6]2[CH2:7][C:3]([CH3:31])([CH3:2])[O:4][C:5]2=[C:11]([CH3:12])[C:10]=1[CH3:13])(=[O:15])=[O:16])=[O:45]. The catalyst class is: 2.